From a dataset of Forward reaction prediction with 1.9M reactions from USPTO patents (1976-2016). Predict the product of the given reaction. Given the reactants [CH3:1][O:2][C:3]1[CH:4]=[C:5]2[C:10](=[CH:11][C:12]=1[CH3:13])[CH:9]1OC(=O)C(=O)[N:8]1[CH:7]([CH3:19])[CH2:6]2, predict the reaction product. The product is: [CH3:1][O:2][C:3]1[CH:4]=[C:5]2[C:10](=[CH:11][C:12]=1[CH3:13])[CH:9]=[N:8][CH:7]([CH3:19])[CH2:6]2.